Dataset: Full USPTO retrosynthesis dataset with 1.9M reactions from patents (1976-2016). Task: Predict the reactants needed to synthesize the given product. (1) The reactants are: [F:1][C:2]1[CH:3]=[C:4]2[C:8](=[CH:9][CH:10]=1)[NH:7][C:6](=[O:11])[C:5]2=[CH:12][C:13]1[CH:14]=[C:15]([CH:19]=[CH:20][CH:21]=1)[C:16](O)=[O:17].Cl.C(N=C=NCCCN(C)C)C.OC1C2N=NNC=2C=CC=1.C(N(CC)CC)C.Cl.[CH3:52][O:53][C:54](=[O:60])[CH2:55][CH2:56][CH2:57][CH2:58][NH2:59]. Given the product [CH3:52][O:53][C:54](=[O:60])[CH2:55][CH2:56][CH2:57][CH2:58][NH:59][C:16](=[O:17])[C:15]1[CH:19]=[CH:20][CH:21]=[C:13]([CH:12]=[C:5]2[C:4]3[C:8](=[CH:9][CH:10]=[C:2]([F:1])[CH:3]=3)[NH:7][C:6]2=[O:11])[CH:14]=1, predict the reactants needed to synthesize it. (2) Given the product [ClH:46].[F:5][C:6]1[CH:11]=[CH:10][CH:9]=[C:8]([F:12])[C:7]=1[N:13]1[C:18]2[N:19]=[C:20]([NH:38][CH2:39][C:40]3[NH:44][CH:43]=[CH:42][N:41]=3)[N:21]=[C:22]([C:23]3[CH:24]=[C:25]([CH:34]=[CH:35][C:36]=3[CH3:37])[C:26]([NH:28][C:29]3[S:30][CH:31]=[CH:32][N:33]=3)=[O:27])[C:17]=2[CH:16]=[CH:15][C:14]1=[O:45], predict the reactants needed to synthesize it. The reactants are: CC(C)=O.[F:5][C:6]1[CH:11]=[CH:10][CH:9]=[C:8]([F:12])[C:7]=1[N:13]1[C:18]2[N:19]=[C:20]([NH:38][CH2:39][C:40]3[NH:41][CH:42]=[CH:43][N:44]=3)[N:21]=[C:22]([C:23]3[CH:24]=[C:25]([CH:34]=[CH:35][C:36]=3[CH3:37])[C:26]([NH:28][C:29]3[S:30][CH:31]=[CH:32][N:33]=3)=[O:27])[C:17]=2[CH:16]=[CH:15][C:14]1=[O:45].[ClH:46].